This data is from Full USPTO retrosynthesis dataset with 1.9M reactions from patents (1976-2016). The task is: Predict the reactants needed to synthesize the given product. (1) Given the product [F:13][C:14]([F:16])([F:15])[CH:11]([OH:12])[C@@H:9]([NH:8][C:1](=[O:2])[O:3][C:4]([CH3:6])([CH3:5])[CH3:7])[CH3:10], predict the reactants needed to synthesize it. The reactants are: [C:1]([NH:8][C@H:9]([CH:11]=[O:12])[CH3:10])([O:3][C:4]([CH3:7])([CH3:6])[CH3:5])=[O:2].[F:13][C:14]([Si](C)(C)C)([F:16])[F:15].[F-].[Cs+].O. (2) The reactants are: C(N(CC)CC)C.[Br:8][C:9]1[CH:10]=[CH:11][C:12]([O:17][CH3:18])=[C:13]([CH2:15][OH:16])[CH:14]=1.[CH3:19][S:20](Cl)(=[O:22])=[O:21]. Given the product [CH3:19][S:20]([O:16][CH2:15][C:13]1[CH:14]=[C:9]([Br:8])[CH:10]=[CH:11][C:12]=1[O:17][CH3:18])(=[O:22])=[O:21], predict the reactants needed to synthesize it. (3) Given the product [O:1]1[C:5]2[CH:6]=[CH:7][CH:8]=[CH:9][C:4]=2[N:3]=[C:2]1[N:10]([CH2:23][CH2:24][CH2:25][CH3:26])[CH2:11][CH2:12][C:13]1[CH:22]=[CH:21][C:16]([C:17]2[NH:18][C:33](=[O:39])[O:20][N:19]=2)=[CH:15][CH:14]=1, predict the reactants needed to synthesize it. The reactants are: [O:1]1[C:5]2[CH:6]=[CH:7][CH:8]=[CH:9][C:4]=2[N:3]=[C:2]1[N:10]([CH2:23][CH2:24][CH2:25][CH3:26])[CH2:11][CH2:12][C:13]1[CH:22]=[CH:21][C:16]([C:17]([NH:19][OH:20])=[NH:18])=[CH:15][CH:14]=1.N1C=CC=CC=1.[C:33]1([O:39]C(Cl)=O)C=CC=CC=1.N12CCCN=C1CCCCC2.